This data is from Catalyst prediction with 721,799 reactions and 888 catalyst types from USPTO. The task is: Predict which catalyst facilitates the given reaction. Reactant: O.O=[Al]O[Al]=O.O=[Si]=O.F[C:11]1[C:19](F)=[C:18](F)[C:17](F)=[C:16]2[C:12]=1[CH:13]=[CH:14][NH:15]2. Product: [NH:15]1[C:16]2[C:12](=[CH:11][CH:19]=[CH:18][CH:17]=2)[CH:13]=[CH:14]1. The catalyst class is: 673.